From a dataset of Catalyst prediction with 721,799 reactions and 888 catalyst types from USPTO. Predict which catalyst facilitates the given reaction. (1) Reactant: C1C=CC2N(O)N=NC=2C=1.CCN=C=NCCCN(C)C.[C:22]([C:24]1[CH:25]=[C:26]([CH:30]=[CH:31][C:32]=1[O:33][CH:34]([CH3:36])[CH3:35])[C:27]([OH:29])=O)#[N:23].[F:37][C:38]1[CH:39]=[C:40]2[C:44](=[C:45](/[C:47](/[NH:50]O)=[N:48]/[H])[CH:46]=1)[NH:43][CH:42]=[C:41]2[CH2:52][CH2:53][C:54]([O:56][CH2:57][CH3:58])=[O:55].CCCC[N+](CCCC)(CCCC)CCCC.[F-]. Product: [C:22]([C:24]1[CH:25]=[C:26]([C:27]2[O:29][N:48]=[C:47]([C:45]3[CH:46]=[C:38]([F:37])[CH:39]=[C:40]4[C:44]=3[NH:43][CH:42]=[C:41]4[CH2:52][CH2:53][C:54]([O:56][CH2:57][CH3:58])=[O:55])[N:50]=2)[CH:30]=[CH:31][C:32]=1[O:33][CH:34]([CH3:36])[CH3:35])#[N:23]. The catalyst class is: 1. (2) Reactant: [Cl:1][C:2]1[CH:7]=[C:6]([Cl:8])[CH:5]=[CH:4][C:3]=1[C@H:9]([NH:11][C:12]1[CH:17]=[C:16]([N:18]2[CH2:23][CH2:22][NH:21][CH2:20][CH2:19]2)[CH:15]=[CH:14][C:13]=1[F:24])[CH3:10].C(OC([N:32]1[CH2:37][CH2:36][CH2:35][CH2:34][C@@H:33]1[C:38](O)=[O:39])=O)(C)(C)C.CN(C(ON1N=NC2C=CC=NC1=2)=[N+](C)C)C.F[P-](F)(F)(F)(F)F.CCN(C(C)C)C(C)C. The catalyst class is: 3. Product: [Cl:1][C:2]1[CH:7]=[C:6]([Cl:8])[CH:5]=[CH:4][C:3]=1[C@H:9]([NH:11][C:12]1[CH:17]=[C:16]([N:18]2[CH2:23][CH2:22][N:21]([C:38]([C@H:33]3[CH2:34][CH2:35][CH2:36][CH2:37][NH:32]3)=[O:39])[CH2:20][CH2:19]2)[CH:15]=[CH:14][C:13]=1[F:24])[CH3:10].